From a dataset of Full USPTO retrosynthesis dataset with 1.9M reactions from patents (1976-2016). Predict the reactants needed to synthesize the given product. (1) Given the product [CH:1]([C:5]1[C:6]([Cl:14])=[N:7][C:8]([S:12][CH3:13])=[N:9][C:10]=1[I:15])([CH2:3][CH3:4])[CH3:2], predict the reactants needed to synthesize it. The reactants are: [CH:1]([C:5]1[C:6]([Cl:14])=[N:7][C:8]([S:12][CH3:13])=[N:9][C:10]=1Cl)([CH2:3][CH3:4])[CH3:2].[IH:15].C(=O)(O)[O-].[Na+]. (2) The reactants are: [NH2:1][C:2]1[CH:3]=[N:4][C:5]2[C:10]([C:11]=1[NH:12][CH2:13][CH2:14][CH2:15][CH2:16][NH:17][C:18](=[O:24])[O:19][C:20]([CH3:23])([CH3:22])[CH3:21])=[CH:9][CH:8]=[C:7]([O:25][CH2:26][C:27]1[CH:32]=[CH:31][CH:30]=[CH:29][CH:28]=1)[CH:6]=2.C(N(CC)CC)C.[CH3:40][O:41][CH2:42][CH2:43][C:44](Cl)=O. Given the product [CH2:26]([O:25][C:7]1[CH:8]=[CH:9][C:10]2[C:11]3[N:12]([CH2:13][CH2:14][CH2:15][CH2:16][NH:17][C:18](=[O:24])[O:19][C:20]([CH3:23])([CH3:22])[CH3:21])[C:44]([CH2:43][CH2:42][O:41][CH3:40])=[N:1][C:2]=3[CH:3]=[N:4][C:5]=2[CH:6]=1)[C:27]1[CH:28]=[CH:29][CH:30]=[CH:31][CH:32]=1, predict the reactants needed to synthesize it.